From a dataset of Reaction yield outcomes from USPTO patents with 853,638 reactions. Predict the reaction yield, written as a fraction of the theoretical maximum amount of product (1.0 means a 100% yield; for example, 0.34 means a 34% yield). (1) The reactants are [CH:1]([O:3][C:4]1[CH:5]=[C:6]([C:10](=[O:12])[CH3:11])[CH:7]=[CH:8][CH:9]=1)=[CH2:2].C(N)C1C=CC=CC=1.Cl. The catalyst is C1(C)C=CC=CC=1. The product is [O:3]1[C:4]2[CH:9]=[CH:8][CH:7]=[C:6]([C:10](=[O:12])[CH3:11])[C:5]=2[CH2:2][CH2:1]1. The yield is 0.720. (2) The reactants are Cl[C:2]1[N:7]=[C:6]([N:8]2[CH2:13][CH2:12][CH:11]([CH3:14])[CH2:10][CH2:9]2)[CH:5]=[CH:4][N:3]=1.[NH2:15][C:16]1[NH:17][N:18]=[C:19]([CH3:21])[CH:20]=1.C(=O)([O-])[O-].[K+].[K+]. The catalyst is C(O)CCC. The product is [CH3:14][CH:11]1[CH2:12][CH2:13][N:8]([C:6]2[CH:5]=[CH:4][N:3]=[C:2]([NH:15][C:16]3[NH:17][N:18]=[C:19]([CH3:21])[CH:20]=3)[N:7]=2)[CH2:9][CH2:10]1. The yield is 0.500. (3) The product is [Cl:1][C:2]1[CH:37]=[CH:36][C:5]2[C:6]3[N:23]=[C:22]([NH:24][C:25]4[CH:33]=[CH:32][C:28]([C:29]([O-:31])=[O:30])=[C:27]([O:34][CH3:35])[CH:26]=4)[N:21]=[CH:20][C:7]=3[CH2:8][N:9]=[C:10]([C:11]3[C:16]([O:17][CH3:18])=[CH:15][CH:14]=[CH:13][C:12]=3[F:19])[C:4]=2[CH:3]=1.[Na+:39]. The catalyst is C(O)C.O. The yield is 0.868. The reactants are [Cl:1][C:2]1[CH:37]=[CH:36][C:5]2[C:6]3[N:23]=[C:22]([NH:24][C:25]4[CH:33]=[CH:32][C:28]([C:29]([OH:31])=[O:30])=[C:27]([O:34][CH3:35])[CH:26]=4)[N:21]=[CH:20][C:7]=3[CH2:8][N:9]=[C:10]([C:11]3[C:16]([O:17][CH3:18])=[CH:15][CH:14]=[CH:13][C:12]=3[F:19])[C:4]=2[CH:3]=1.[OH-].[Na+:39].